This data is from Reaction yield outcomes from USPTO patents with 853,638 reactions. The task is: Predict the reaction yield, written as a fraction of the theoretical maximum amount of product (1.0 means a 100% yield; for example, 0.34 means a 34% yield). (1) The reactants are C1(P(=O)(C2C=CC=CC=2)C2C=CC=CC=2)C=CC=CC=1.FC(F)(F)S(OS(C(F)(F)F)(=O)=O)(=O)=O.[Cl:36][C:37]1[S:41][C:40]([S:42]([NH:45][C:46]2[CH:47]=[CH:48][CH:49]=[C:50]3[C:54]=2[NH:53][C:52]([C:55]([NH:57][CH2:58][CH2:59][S:60]C(C2C=CC=CC=2)(C2C=CC=CC=2)C2C=CC=CC=2)=O)=[CH:51]3)(=[O:44])=[O:43])=[CH:39][CH:38]=1. The catalyst is ClCCl. The product is [Cl:36][C:37]1[S:41][C:40]([S:42]([NH:45][C:46]2[CH:47]=[CH:48][CH:49]=[C:50]3[C:54]=2[NH:53][C:52]([C:55]2[S:60][CH2:59][CH2:58][N:57]=2)=[CH:51]3)(=[O:44])=[O:43])=[CH:39][CH:38]=1. The yield is 0.370. (2) The reactants are [CH3:1][C:2]1[N:3]=[C:4]([NH:11][C:12](=[O:20])OC2C=CC=CC=2)[C:5]([O:9][CH3:10])=[N:6][C:7]=1[CH3:8].[Br:21][C:22]1[CH:23]=[C:24]([N:28]2[CH2:33][CH2:32][NH:31][CH2:30][CH2:29]2)[CH:25]=[CH:26][CH:27]=1. No catalyst specified. The product is [CH3:1][C:2]1[N:3]=[C:4]([NH:11][C:12]([N:31]2[CH2:30][CH2:29][N:28]([C:24]3[CH:25]=[CH:26][CH:27]=[C:22]([Br:21])[CH:23]=3)[CH2:33][CH2:32]2)=[O:20])[C:5]([O:9][CH3:10])=[N:6][C:7]=1[CH3:8]. The yield is 0.700. (3) The reactants are [NH2:1][C@@H:2]1[C:11]2[C:6](=[CH:7][CH:8]=[CH:9][CH:10]=2)[C@H:5]([OH:12])[CH2:4][CH2:3]1.[H-].[Na+].F[C:16]1[CH:17]=[CH:18][C:19]2[N:20]([C:22]([N:25]3[CH2:30][CH2:29][C:28]([CH3:42])([O:31][Si:32]([CH:39]([CH3:41])[CH3:40])([CH:36]([CH3:38])[CH3:37])[CH:33]([CH3:35])[CH3:34])[CH2:27][CH2:26]3)=[N:23][N:24]=2)[CH:21]=1. The catalyst is CN(C=O)C.CCOC(C)=O. The product is [CH3:42][C:28]1([O:31][Si:32]([CH:33]([CH3:35])[CH3:34])([CH:39]([CH3:41])[CH3:40])[CH:36]([CH3:38])[CH3:37])[CH2:29][CH2:30][N:25]([C:22]2[N:20]3[CH:21]=[C:16]([O:12][C@H:5]4[C:6]5[C:11](=[CH:10][CH:9]=[CH:8][CH:7]=5)[C@@H:2]([NH2:1])[CH2:3][CH2:4]4)[CH:17]=[CH:18][C:19]3=[N:24][N:23]=2)[CH2:26][CH2:27]1. The yield is 0.510. (4) The reactants are [CH2:1]1[C:9]2[C:4](=[CH:5][CH:6]=[CH:7][CH:8]=2)[CH2:3][CH:2]1[NH:10][C:11]1[N:12]=[CH:13][C:14]2[CH2:20][NH:19][CH2:18][CH2:17][C:15]=2[N:16]=1.[NH:21]1[C:25]([CH2:26][CH2:27][O:28][CH2:29][C:30](O)=[O:31])=[CH:24][N:23]=[N:22]1.ON1C2C=CC=CC=2N=N1.Cl.C(N=C=N)C.C(N(CC)CC)C. The catalyst is ClCCl. The product is [CH2:1]1[C:9]2[C:4](=[CH:5][CH:6]=[CH:7][CH:8]=2)[CH2:3][CH:2]1[NH:10][C:11]1[N:12]=[CH:13][C:14]2[CH2:20][N:19]([C:30](=[O:31])[CH2:29][O:28][CH2:27][CH2:26][C:25]3[N:21]=[N:22][NH:23][CH:24]=3)[CH2:18][CH2:17][C:15]=2[N:16]=1. The yield is 0.600.